Dataset: Full USPTO retrosynthesis dataset with 1.9M reactions from patents (1976-2016). Task: Predict the reactants needed to synthesize the given product. (1) The reactants are: [F:1][C:2]1[CH:7]=[CH:6][C:5]([Mg]Br)=[CH:4][CH:3]=1.[CH3:10][C:11]1([CH3:21])[CH2:16][O:15][CH:14]([CH2:17][CH2:18][CH:19]=[O:20])[O:13][CH2:12]1. Given the product [F:1][C:2]1[CH:7]=[CH:6][C:5]([CH:19]([OH:20])[CH2:18][CH2:17][CH:14]2[O:15][CH2:16][C:11]([CH3:10])([CH3:21])[CH2:12][O:13]2)=[CH:4][CH:3]=1, predict the reactants needed to synthesize it. (2) Given the product [ClH:25].[CH:27]1([NH:33][C:13]2[N:14]=[CH:15][C:16]([C:17]([N:19]3[CH2:20][CH2:21][O:22][CH2:23][CH2:24]3)=[O:18])=[C:11]3[C:10]([CH3:26])=[CH:9][NH:8][C:12]=23)[CH2:32][CH2:31][CH2:30][CH2:29][CH2:28]1, predict the reactants needed to synthesize it. The reactants are: C(OC([N:8]1[C:12]2=[C:13]([Cl:25])[N:14]=[CH:15][C:16]([C:17]([N:19]3[CH2:24][CH2:23][O:22][CH2:21][CH2:20]3)=[O:18])=[C:11]2[C:10]([CH3:26])=[CH:9]1)=O)(C)(C)C.[CH:27]1([NH2:33])[CH2:32][CH2:31][CH2:30][CH2:29][CH2:28]1.CS(O)(=O)=O. (3) Given the product [F:32][C:33]([F:45])([F:44])[O:5][C:4]1[CH:11]=[C:10]([C:12]2[N:17]=[C:16]3[N:18]([CH2:21][C:22]4[CH:23]=[C:24]5[C:29](=[CH:30][CH:31]=4)[N:28]=[CH:27][CH:26]=[CH:25]5)[N:19]=[N:20][C:15]3=[CH:14][CH:13]=2)[CH:9]=[CH:8][CH:3]=1, predict the reactants needed to synthesize it. The reactants are: FC1[CH:11]=[C:10]([C:12]2[N:17]=[C:16]3[N:18]([CH2:21][C:22]4[CH:23]=[C:24]5[C:29](=[CH:30][CH:31]=4)[N:28]=[CH:27][CH:26]=[CH:25]5)[N:19]=[N:20][C:15]3=[CH:14][CH:13]=2)[CH:9]=[CH:8][C:3]=1[C:4](NC)=[O:5].[F:32][C:33]([F:45])([F:44])OC1C=C(B(O)O)C=CC=1.C(=O)([O-])[O-].[K+].[K+].O. (4) Given the product [CH2:1]([N:8]1[CH:17]=[C:16]([C:26]2[CH:25]=[CH:24][C:23]([OH:37])=[C:22]([O:21][CH3:20])[CH:27]=2)[C:15]2[C:10](=[CH:11][CH:12]=[CH:13][CH:14]=2)[C:9]1=[O:19])[C:2]1[CH:7]=[CH:6][CH:5]=[CH:4][CH:3]=1, predict the reactants needed to synthesize it. The reactants are: [CH2:1]([N:8]1[CH:17]=[C:16](Br)[C:15]2[C:10](=[CH:11][CH:12]=[CH:13][CH:14]=2)[C:9]1=[O:19])[C:2]1[CH:7]=[CH:6][CH:5]=[CH:4][CH:3]=1.[CH3:20][O:21][C:22]1[CH:27]=[C:26](C2OC(C)(C)C(C)(C)O2)[CH:25]=[CH:24][C:23]=1[OH:37].C([O-])([O-])=O.[Na+].[Na+]. (5) Given the product [CH2:1]([C:3]1[CH:9]=[CH:8][C:6]([N:7]2[C:11]([C:12]([O:14][CH2:15][CH3:16])=[O:13])=[CH:35][N:34]=[CH:33]2)=[CH:5][CH:4]=1)[CH3:2], predict the reactants needed to synthesize it. The reactants are: [CH2:1]([C:3]1[CH:9]=[CH:8][C:6]([NH2:7])=[CH:5][CH:4]=1)[CH3:2].O=[CH:11][C:12]([O:14][CH2:15][CH3:16])=[O:13].C(=O)([O-])[O-].[K+].[K+].CC1C=CC(S([CH2:33][N+:34]#[C-:35])(=O)=O)=CC=1. (6) Given the product [F:9][C:8]([F:11])([F:10])[C:6]1[CH:5]=[CH:4][C:3]([CH2:12][C:13]([O:15][CH3:16])=[O:14])=[C:2]([C:27]#[C:26][Si:22]([CH3:25])([CH3:24])[CH3:23])[CH:7]=1, predict the reactants needed to synthesize it. The reactants are: Br[C:2]1[CH:7]=[C:6]([C:8]([F:11])([F:10])[F:9])[CH:5]=[CH:4][C:3]=1[CH2:12][C:13]([O:15][CH3:16])=[O:14].F[B-](F)(F)F.[Si:22]([C:26]#[CH:27])([CH3:25])([CH3:24])[CH3:23].CN(C=O)C. (7) Given the product [NH2:15][CH:12]1[CH2:11][C:10]2[CH:20]=[CH:21][CH:22]=[CH:23][C:9]=2[CH2:8][N:7]([CH3:6])[C:13]1=[O:14], predict the reactants needed to synthesize it. The reactants are: C[Si](I)(C)C.[CH3:6][N:7]1[C:13](=[O:14])[CH:12]([NH:15]C(=O)OC)[CH2:11][C:10]2[CH:20]=[CH:21][CH:22]=[CH:23][C:9]=2[CH2:8]1.C(OCC)(=O)C.